From a dataset of Reaction yield outcomes from USPTO patents with 853,638 reactions. Predict the reaction yield, written as a fraction of the theoretical maximum amount of product (1.0 means a 100% yield; for example, 0.34 means a 34% yield). (1) The reactants are [CH:1]12[CH2:13][CH2:12][CH:8]([CH2:9][NH:10][CH2:11]1)[C:7]1[C:2]2=[CH:3][C:4]([NH:14][C:15]2[N:20]=[C:19]([NH:21][C:22]3[CH:31]=[CH:30][CH:29]=[CH:28][C:23]=3[C:24]([NH:26][CH3:27])=[O:25])[C:18]([Cl:32])=[CH:17][N:16]=2)=[CH:5][CH:6]=1.C(=O)([O-])[O-].[Cs+].[Cs+].[CH3:39][O:40][CH2:41][CH2:42]Br. The catalyst is CN(C)C=O. The product is [Cl:32][C:18]1[C:19]([NH:21][C:22]2[CH:31]=[CH:30][CH:29]=[CH:28][C:23]=2[C:24]([NH:26][CH3:27])=[O:25])=[N:20][C:15]([NH:14][C:4]2[CH:3]=[C:2]3[C:7](=[CH:6][CH:5]=2)[CH:8]2[CH2:12][CH2:13][CH:1]3[CH2:11][N:10]([CH2:42][CH2:41][O:40][CH3:39])[CH2:9]2)=[N:16][CH:17]=1. The yield is 0.240. (2) The reactants are [F:1][CH2:2][CH2:3][N:4]([CH3:26])[C:5]1[N:25]=[C:8]2[CH:9]=[C:10]([NH:13][C:14]([C:16]3[N:20]([CH3:21])[N:19]=[CH:18][C:17]=3[C:22]([OH:24])=O)=[O:15])[CH:11]=[CH:12][N:7]2[N:6]=1.[NH:27]1[CH2:31][CH2:30][CH2:29][CH2:28]1. No catalyst specified. The product is [F:1][CH2:2][CH2:3][N:4]([CH3:26])[C:5]1[N:25]=[C:8]2[CH:9]=[C:10]([NH:13][C:14]([C:16]3[N:20]([CH3:21])[N:19]=[CH:18][C:17]=3[C:22]([N:27]3[CH2:31][CH2:30][CH2:29][CH2:28]3)=[O:24])=[O:15])[CH:11]=[CH:12][N:7]2[N:6]=1. The yield is 0.844. (3) The reactants are [NH2:1][CH:2]([C:12]1[C:20]2[C:15](=[CH:16][CH:17]=[CH:18][CH:19]=2)[NH:14][CH:13]=1)[CH2:3][NH:4][C:5](=[O:11])[O:6][C:7]([CH3:10])([CH3:9])[CH3:8].[NH:21]1[C:29]2[C:24](=[CH:25][CH:26]=[CH:27][CH:28]=2)[C:23]([C:30](O)=[O:31])=[CH:22]1.C(N=C=NCCCN(C)C)C.C(OCC)(=O)C. The catalyst is C1COCC1. The product is [NH:14]1[C:15]2[C:20](=[CH:19][CH:18]=[CH:17][CH:16]=2)[C:12]([CH:2]([NH:1][C:30]([C:23]2[C:24]3[C:29](=[CH:28][CH:27]=[CH:26][CH:25]=3)[NH:21][CH:22]=2)=[O:31])[CH2:3][NH:4][C:5](=[O:11])[O:6][C:7]([CH3:10])([CH3:9])[CH3:8])=[CH:13]1. The yield is 0.400. (4) The reactants are [Br:1][C:2]1[CH:7]=[CH:6][C:5]([O:8][CH3:9])=[CH:4][C:3]=1[OH:10].C([O-])([O-])=O.[K+].[K+].[CH3:17][O:18][CH2:19]Cl. The catalyst is CC(C)=O. The product is [Br:1][C:2]1[CH:7]=[CH:6][C:5]([O:8][CH3:9])=[CH:4][C:3]=1[O:10][CH2:17][O:18][CH3:19]. The yield is 0.920. (5) The reactants are [CH3:1][C:2]1[C:3](=O)[C:4]2[C:25]([C:26](=O)[C:27]=1[CH3:28])=[CH:24][C:23]1[C:6](=[CH:7][C:8]3[C:21]([CH:22]=1)=[CH:20][C:19]1[C:10](=[CH:11][C:12]4[C:13](=O)[C:14]([CH3:32])=[C:15]([CH3:31])[C:16](=O)[C:17]=4[CH:18]=1)[CH:9]=3)[CH:5]=2.[NH2:35][C:36]1[CH:41]=[CH:40][CH:39]=[CH:38][CH:37]=1.[N:42]12[CH2:49][CH2:48]N(CC1)CC2. The catalyst is ClC1C=CC=CC=1.Cl[Ti](Cl)(Cl)Cl. The product is [C:36]1([N:35]=[C:16]2[C:17]3[C:12](=[CH:11][C:10]4[C:19]([CH:18]=3)=[CH:20][C:21]3[C:8](=[CH:7][C:6]5[C:23]([CH:22]=3)=[CH:24][C:25]3[C:26](=[N:35][C:36]6[CH:41]=[CH:40][CH:39]=[CH:38][CH:37]=6)[C:27]([CH3:28])=[C:2]([CH3:1])[C:3](=[N:35][C:36]6[CH:41]=[CH:40][CH:39]=[CH:38][CH:37]=6)[C:4]=3[CH:5]=5)[CH:9]=4)[C:13](=[N:42][C:49]3[CH:48]=[CH:26][CH:27]=[CH:2][CH:1]=3)[C:14]([CH3:32])=[C:15]2[CH3:31])[CH:41]=[CH:40][CH:39]=[CH:38][CH:37]=1. The yield is 0.250.